This data is from Forward reaction prediction with 1.9M reactions from USPTO patents (1976-2016). The task is: Predict the product of the given reaction. (1) Given the reactants Cl[CH:2]([CH2:5][C:6]1[CH:16]=[CH:15][C:9]2[N:10]=[C:11]([S:13][CH3:14])[S:12][C:8]=2[CH:7]=1)[CH:3]=O.[N:17]1[CH:22]=[CH:21][CH:20]=[C:19]([NH2:23])[N:18]=1.O, predict the reaction product. The product is: [N:23]1[CH:3]=[C:2]([CH2:5][C:6]2[CH:16]=[CH:15][C:9]3[N:10]=[C:11]([S:13][CH3:14])[S:12][C:8]=3[CH:7]=2)[N:18]2[C:19]=1[CH:20]=[CH:21][CH:22]=[N:17]2. (2) Given the reactants [C:1](/[C:3](/[C:27]1[CH:32]=[CH:31][C:30]([O:33][CH3:34])=[C:29]([O:35][CH3:36])[CH:28]=1)=[CH:4]\[C:5]1[S:9][C:8]([N:10]2[CH2:15][CH2:14][CH:13]([O:16][C:17](=[O:26])[CH2:18][N:19]3[CH2:24][CH2:23][CH2:22][CH2:21][CH:20]3[CH3:25])[CH2:12][CH2:11]2)=[CH:7][CH:6]=1)#[N:2].[CH3:37][S:38]([OH:41])(=[O:40])=[O:39], predict the reaction product. The product is: [CH3:37][S:38]([OH:41])(=[O:40])=[O:39].[C:1](/[C:3](/[C:27]1[CH:32]=[CH:31][C:30]([O:33][CH3:34])=[C:29]([O:35][CH3:36])[CH:28]=1)=[CH:4]\[C:5]1[S:9][C:8]([N:10]2[CH2:11][CH2:12][CH:13]([O:16][C:17](=[O:26])[CH2:18][N:19]3[CH2:24][CH2:23][CH2:22][CH2:21][CH:20]3[CH3:25])[CH2:14][CH2:15]2)=[CH:7][CH:6]=1)#[N:2]. (3) Given the reactants C(NC(C)C)(C)C.[Li]CCCC.[Br:13][C:14]1[CH:19]=[CH:18][C:17]([F:20])=[CH:16][N:15]=1.[CH2:21]([Si:23]([CH2:27][CH3:28])([CH2:25][CH3:26])Cl)[CH3:22], predict the reaction product. The product is: [Br:13][C:14]1[CH:19]=[C:18]([Si:23]([CH2:27][CH3:28])([CH2:25][CH3:26])[CH2:21][CH3:22])[C:17]([F:20])=[CH:16][N:15]=1. (4) Given the reactants [OH:1][C:2]1[CH:7]=[C:6]([CH3:8])[CH:5]=[CH:4][N:3]=1.Br[C:10]1[CH:14]=[CH:13][S:12][CH:11]=1.C(=O)([O-])[O-].[K+].[K+], predict the reaction product. The product is: [CH3:8][C:6]1[CH:5]=[CH:4][N:3]([C:10]2[CH:14]=[CH:13][S:12][CH:11]=2)[C:2](=[O:1])[CH:7]=1. (5) Given the reactants [CH2:1]([C:5]1[C:6]([CH3:13])=[C:7]([C:10]([OH:12])=O)[S:8][CH:9]=1)[CH:2]([CH3:4])[CH3:3].Cl.[CH2:15]([O:18][C:19]1[C:28]([CH3:29])=[CH:27][C:22]([C:23]([NH:25][NH2:26])=[O:24])=[CH:21][C:20]=1[CH3:30])[CH:16]=[CH2:17].CCN(CC)CC.CN(C(ON1N=NC2C=CC=CC1=2)=[N+](C)C)C.[B-](F)(F)(F)F, predict the reaction product. The product is: [CH2:1]([C:5]1[C:6]([CH3:13])=[C:7]([C:10]([NH:26][NH:25][C:23](=[O:24])[C:22]2[CH:21]=[C:20]([CH3:30])[C:19]([O:18][CH2:15][CH:16]=[CH2:17])=[C:28]([CH3:29])[CH:27]=2)=[O:12])[S:8][CH:9]=1)[CH:2]([CH3:3])[CH3:4]. (6) Given the reactants [Cl:1][C:2]1[CH:3]=[CH:4][C:5]([C:28]([F:31])([F:30])[F:29])=[C:6]([CH:27]=1)[CH2:7][N:8]1[CH2:13][CH2:12][NH:11][C:10]2[N:14]=[CH:15][C:16]([C:18]3[CH:19]=[C:20]([CH:24]=[CH:25][CH:26]=3)[C:21]([OH:23])=O)=[CH:17][C:9]1=2.[NH:32]1[C:40]2[C:35](=[CH:36][CH:37]=[CH:38][CH:39]=2)[C:34]([CH:41]2[CH2:46][CH2:45][NH:44][CH2:43][CH2:42]2)=[CH:33]1, predict the reaction product. The product is: [Cl:1][C:2]1[CH:3]=[CH:4][C:5]([C:28]([F:30])([F:29])[F:31])=[C:6]([CH:27]=1)[CH2:7][N:8]1[CH2:13][CH2:12][NH:11][C:10]2[N:14]=[CH:15][C:16]([C:18]3[CH:19]=[C:20]([C:21]([N:44]4[CH2:45][CH2:46][CH:41]([C:34]5[C:35]6[C:40](=[CH:39][CH:38]=[CH:37][CH:36]=6)[NH:32][CH:33]=5)[CH2:42][CH2:43]4)=[O:23])[CH:24]=[CH:25][CH:26]=3)=[CH:17][C:9]1=2. (7) The product is: [Br:25][CH:2]([C:18]1[CH:23]=[CH:22][CH:21]=[CH:20][CH:19]=1)[CH2:3][CH2:4][CH2:5][CH2:6][N:7]1[C:15](=[O:16])[C:14]2[C:9](=[CH:10][CH:11]=[CH:12][CH:13]=2)[C:8]1=[O:17]. Given the reactants O[CH:2]([C:18]1[CH:23]=[CH:22][CH:21]=[CH:20][CH:19]=1)[CH2:3][CH2:4][CH2:5][CH2:6][N:7]1[C:15](=[O:16])[C:14]2[C:9](=[CH:10][CH:11]=[CH:12][CH:13]=2)[C:8]1=[O:17].C(Br)(Br)(Br)[Br:25].C1(P(C2C=CC=CC=2)C2C=CC=CC=2)C=CC=CC=1, predict the reaction product. (8) Given the reactants Br[C:2]1[C:7]2[S:8][C:9]([C:11]3[C:16]([Cl:17])=[CH:15][CH:14]=[CH:13][C:12]=3[Cl:18])=[N:10][C:6]=2[CH:5]=[CH:4][N:3]=1.[CH3:19][C:20]1[N:25]=[C:24]([N:26]2[CH2:31][CH2:30][O:29][CH2:28][CH2:27]2)[N:23]=[C:22]([NH2:32])[CH:21]=1.CC1(C)C2C(=C(P(C3C=CC=CC=3)C3C=CC=CC=3)C=CC=2)OC2C(P(C3C=CC=CC=3)C3C=CC=CC=3)=CC=CC1=2.C([O-])([O-])=O.[Cs+].[Cs+], predict the reaction product. The product is: [Cl:18][C:12]1[CH:13]=[CH:14][CH:15]=[C:16]([Cl:17])[C:11]=1[C:9]1[S:8][C:7]2[C:2]([NH:32][C:22]3[CH:21]=[C:20]([CH3:19])[N:25]=[C:24]([N:26]4[CH2:27][CH2:28][O:29][CH2:30][CH2:31]4)[N:23]=3)=[N:3][CH:4]=[CH:5][C:6]=2[N:10]=1.